From a dataset of Full USPTO retrosynthesis dataset with 1.9M reactions from patents (1976-2016). Predict the reactants needed to synthesize the given product. (1) Given the product [Cl:18][C:16]1[CH:17]=[C:12]([N:6]([CH2:5][C:4]([OH:37])=[O:3])[C:7]([O:9][CH2:10][CH3:11])=[O:8])[CH:13]=[C:14]([Cl:36])[C:15]=1[O:19][C:20]1[CH:25]=[CH:24][C:23]([OH:26])=[C:22]([C:27](=[O:35])[C:28]2[CH:29]=[CH:30][C:31]([Cl:34])=[CH:32][CH:33]=2)[CH:21]=1, predict the reactants needed to synthesize it. The reactants are: C([O:3][C:4](=[O:37])[CH2:5][N:6]([C:12]1[CH:17]=[C:16]([Cl:18])[C:15]([O:19][C:20]2[CH:25]=[CH:24][C:23]([OH:26])=[C:22]([C:27](=[O:35])[C:28]3[CH:33]=[CH:32][C:31]([Cl:34])=[CH:30][CH:29]=3)[CH:21]=2)=[C:14]([Cl:36])[CH:13]=1)[C:7]([O:9][CH2:10][CH3:11])=[O:8])C.[OH-].[Na+]. (2) Given the product [CH3:1][O:2][C:3]1[CH:8]=[CH:7][C:6]([NH:9][C:10](=[O:25])/[CH:11]=[CH:12]/[C:13]2[C:14]([O:23][CH3:24])=[CH:15][C:16]([O:21][CH3:22])=[CH:17][C:18]=2[O:19][CH3:20])=[CH:5][C:4]=1[NH2:26], predict the reactants needed to synthesize it. The reactants are: [CH3:1][O:2][C:3]1[CH:8]=[CH:7][C:6]([NH:9][C:10](=[O:25])[CH:11]=[CH:12][C:13]2[C:18]([O:19][CH3:20])=[CH:17][C:16]([O:21][CH3:22])=[CH:15][C:14]=2[O:23][CH3:24])=[CH:5][C:4]=1[N+:26]([O-])=O.S(S([O-])=O)([O-])=O.[Na+].[Na+].O.C(OCC)(=O)C. (3) Given the product [Si:3]([O:10][C@@H:11]([CH2:30][O:31][Si:32]([C:35]([CH3:38])([CH3:37])[CH3:36])([CH3:33])[CH3:34])[CH2:12][CH2:13][C@@H:14]1[C@H:18]2[CH2:19][C:20]3[C:25]([CH2:26][C@H:17]2[CH2:16][C@H:15]1[OH:29])=[C:24]([O:27][CH3:28])[CH:23]=[CH:22][CH:21]=3)([C:6]([CH3:7])([CH3:8])[CH3:9])([CH3:5])[CH3:4], predict the reactants needed to synthesize it. The reactants are: [OH-].[Na+].[Si:3]([O:10][C@@H:11]([CH2:30][O:31][Si:32]([C:35]([CH3:38])([CH3:37])[CH3:36])([CH3:34])[CH3:33])[CH2:12][CH2:13][CH:14]1[C@H:18]2[CH2:19][C:20]3[C:25]([CH2:26][C@H:17]2[CH2:16][C:15]1=[O:29])=[C:24]([O:27][CH3:28])[CH:23]=[CH:22][CH:21]=3)([C:6]([CH3:9])([CH3:8])[CH3:7])([CH3:5])[CH3:4].[BH4-].[Na+].C(OCC)(=O)C.CCCCCCC. (4) Given the product [Br:23][C:20]1[CH:21]=[CH:22][C:17]([C:7]2[N:6]=[C:5]3[O:25][C:26]([C:27](=[O:32])[C:28]([CH3:30])([CH3:31])[CH3:29])=[C:1]([CH3:2])[C:4]3=[CH:9][C:8]=2[C:10]2[CH:11]=[CH:12][C:13]([Cl:16])=[CH:14][CH:15]=2)=[C:18]([Cl:24])[CH:19]=1, predict the reactants needed to synthesize it. The reactants are: [C:1]([C:4]1[C:5]([O:25][CH2:26][C:27](=[O:32])[C:28]([CH3:31])([CH3:30])[CH3:29])=[N:6][C:7]([C:17]2[CH:22]=[CH:21][C:20]([Br:23])=[CH:19][C:18]=2[Cl:24])=[C:8]([C:10]2[CH:15]=[CH:14][C:13]([Cl:16])=[CH:12][CH:11]=2)[CH:9]=1)(=O)[CH3:2].C1CCN2C(=NCCC2)CC1. (5) Given the product [CH:1]1[CH:10]=[CH:9][C:8]2[N:7]=[C:6]([CH:11]3[CH2:13][CH2:12]3)[C:5](/[CH:14]=[CH:15]/[C@@H:16]([OH:17])[CH2:18][C@@H:19]([OH:20])[CH2:21][C:22]([OH:24])=[O:23])=[C:4]([C:25]3[CH:26]=[CH:27][C:28]([F:31])=[CH:29][CH:30]=3)[C:3]=2[CH:2]=1, predict the reactants needed to synthesize it. The reactants are: [CH:1]1[CH:10]=[CH:9][C:8]2[N:7]=[C:6]([CH:11]3[CH2:13][CH2:12]3)[C:5](/[CH:14]=[CH:15]/[C@H:16]([CH2:18][C@H:19]([CH2:21][C:22]([O-:24])=[O:23])[OH:20])[OH:17])=[C:4]([C:25]3[CH:30]=[CH:29][C:28]([F:31])=[CH:27][CH:26]=3)[C:3]=2[CH:2]=1.[CH:1]1[CH:10]=[CH:9][C:8]2[N:7]=[C:6]([CH:11]3[CH2:12][CH2:13]3)[C:5](/[CH:14]=[CH:15]/[C@H:16]([CH2:18][C@H:19]([CH2:21][C:22]([O-:24])=[O:23])[OH:20])[OH:17])=[C:4]([C:25]3[CH:26]=[CH:27][C:28]([F:31])=[CH:29][CH:30]=3)[C:3]=2[CH:2]=1.[Ca+2].C(#N)C. (6) Given the product [NH3:13].[CH3:37][N:27]([CH3:26])[CH2:28][CH2:29][CH2:30][N:31]1[CH2:32][CH2:33][N:34]([C:21]([C:19]2[O:20][C:16]([CH2:15][N:13]([CH3:14])[S:10]([C:6]3[C:7]([CH3:9])=[CH:8][C:3]([O:2][CH3:1])=[CH:4][C:5]=3[CH3:25])(=[O:12])=[O:11])=[N:17][N:18]=2)=[O:23])[CH2:35][CH2:36]1, predict the reactants needed to synthesize it. The reactants are: [CH3:1][O:2][C:3]1[CH:8]=[C:7]([CH3:9])[C:6]([S:10]([N:13]([CH2:15][C:16]2[O:20][C:19]([C:21]([O:23]C)=O)=[N:18][N:17]=2)[CH3:14])(=[O:12])=[O:11])=[C:5]([CH3:25])[CH:4]=1.[CH3:26][N:27]([CH3:37])[CH2:28][CH2:29][CH2:30][N:31]1[CH2:36][CH2:35][NH:34][CH2:33][CH2:32]1.C[Al](C)C. (7) Given the product [F:25][C:2]([F:1])([C:18]1[CH:23]=[N:22][C:21]([CH3:24])=[CH:20][N:19]=1)[CH2:3][N:4]1[CH2:9][CH2:8][CH:7]([NH2:10])[CH2:6][CH2:5]1, predict the reactants needed to synthesize it. The reactants are: [F:1][C:2]([F:25])([C:18]1[CH:23]=[N:22][C:21]([CH3:24])=[CH:20][N:19]=1)[CH2:3][N:4]1[CH2:9][CH2:8][CH:7]([NH:10]C(=O)OC(C)(C)C)[CH2:6][CH2:5]1.C(O)(C(F)(F)F)=O. (8) The reactants are: Br[C:2]1[CH:3]=[C:4]([CH2:8][O:9][C:10]2[CH:15]=[CH:14][C:13]([CH2:16][CH2:17][C:18]([O:20][CH3:21])=[O:19])=[CH:12][CH:11]=2)[CH:5]=[CH:6][CH:7]=1.B1(B2OC(C)(C)C(C)(C)O2)OC(C)(C)C(C)(C)O1.C([O-])(=O)C.[K+].Br[C:46]1[CH:50]=[CH:49][S:48][CH:47]=1.C(=O)([O-])[O-].[Na+].[Na+]. Given the product [S:48]1[CH:49]=[CH:50][C:46]([C:2]2[CH:3]=[C:4]([CH2:8][O:9][C:10]3[CH:15]=[CH:14][C:13]([CH2:16][CH2:17][C:18]([O:20][CH3:21])=[O:19])=[CH:12][CH:11]=3)[CH:5]=[CH:6][CH:7]=2)=[CH:47]1, predict the reactants needed to synthesize it. (9) Given the product [CH2:1]([NH:8][C:9](=[O:46])[NH:10][C:11]1[N:16]=[CH:15][C:14]2[C:17]([CH2:39][CH2:40][C:41]([O:43][CH2:44][CH3:45])=[O:42])=[N:18][NH:19][C:13]=2[CH:12]=1)[C:2]1[CH:3]=[CH:4][CH:5]=[CH:6][CH:7]=1, predict the reactants needed to synthesize it. The reactants are: [CH2:1]([NH:8][C:9](=[O:46])[NH:10][C:11]1[N:16]=[CH:15][C:14]2[C:17]([CH2:39][CH2:40][C:41]([O:43][CH2:44][CH3:45])=[O:42])=[N:18][N:19](C(C3C=CC=CC=3)(C3C=CC=CC=3)C3C=CC=CC=3)[C:13]=2[CH:12]=1)[C:2]1[CH:7]=[CH:6][CH:5]=[CH:4][CH:3]=1.C([SiH](CC)CC)C.